This data is from Reaction yield outcomes from USPTO patents with 853,638 reactions. The task is: Predict the reaction yield, written as a fraction of the theoretical maximum amount of product (1.0 means a 100% yield; for example, 0.34 means a 34% yield). The reactants are [S:1]1[C:5]2[CH:6]=[CH:7][CH:8]=[CH:9][C:4]=2[CH:3]=[C:2]1[C:10]([NH:12][C@@H:13]([C:15]1[S:19][C:18]([C:20]([O:22]C(C)(C)C)=O)=[CH:17][CH:16]=1)[CH3:14])=[O:11].FC(F)(F)C(O)=O.CN(C([O:41][N:42]1N=NC2C=CC=NC1=2)=[N+](C)C)C.F[P-](F)(F)(F)(F)F.C(N(CC)CC)C.[Si](ON)(C(C)(C)C)(C)C.Cl. The catalyst is CS(C)=O.C(Cl)Cl. The product is [OH:41][NH:42][C:20]([C:18]1[S:19][C:15]([C@H:13]([NH:12][C:10]([C:2]2[S:1][C:5]3[CH:6]=[CH:7][CH:8]=[CH:9][C:4]=3[CH:3]=2)=[O:11])[CH3:14])=[CH:16][CH:17]=1)=[O:22]. The yield is 0.101.